From a dataset of NCI-60 drug combinations with 297,098 pairs across 59 cell lines. Regression. Given two drug SMILES strings and cell line genomic features, predict the synergy score measuring deviation from expected non-interaction effect. (1) Synergy scores: CSS=-0.440, Synergy_ZIP=1.90, Synergy_Bliss=3.64, Synergy_Loewe=0.326, Synergy_HSA=-0.0775. Cell line: HOP-62. Drug 2: CCCCCOC(=O)NC1=NC(=O)N(C=C1F)C2C(C(C(O2)C)O)O. Drug 1: CNC(=O)C1=CC=CC=C1SC2=CC3=C(C=C2)C(=NN3)C=CC4=CC=CC=N4. (2) Cell line: SNB-19. Synergy scores: CSS=-3.40, Synergy_ZIP=3.06, Synergy_Bliss=4.39, Synergy_Loewe=-9.92, Synergy_HSA=-7.45. Drug 1: C1=CC(=CC=C1C#N)C(C2=CC=C(C=C2)C#N)N3C=NC=N3. Drug 2: CC1CCC2CC(C(=CC=CC=CC(CC(C(=O)C(C(C(=CC(C(=O)CC(OC(=O)C3CCCCN3C(=O)C(=O)C1(O2)O)C(C)CC4CCC(C(C4)OC)OCCO)C)C)O)OC)C)C)C)OC. (3) Drug 1: CC1=C(C(CCC1)(C)C)C=CC(=CC=CC(=CC(=O)O)C)C. Drug 2: C1CC(C1)(C(=O)O)C(=O)O.[NH2-].[NH2-].[Pt+2]. Cell line: SF-268. Synergy scores: CSS=-0.721, Synergy_ZIP=1.95, Synergy_Bliss=7.52, Synergy_Loewe=-0.739, Synergy_HSA=0.382. (4) Drug 1: CS(=O)(=O)C1=CC(=C(C=C1)C(=O)NC2=CC(=C(C=C2)Cl)C3=CC=CC=N3)Cl. Drug 2: C(CC(=O)O)C(=O)CN.Cl. Cell line: CAKI-1. Synergy scores: CSS=3.62, Synergy_ZIP=-3.57, Synergy_Bliss=-3.64, Synergy_Loewe=-5.71, Synergy_HSA=-3.54. (5) Drug 1: C1C(C(OC1N2C=C(C(=O)NC2=O)F)CO)O. Drug 2: CCC(=C(C1=CC=CC=C1)C2=CC=C(C=C2)OCCN(C)C)C3=CC=CC=C3.C(C(=O)O)C(CC(=O)O)(C(=O)O)O. Cell line: OVCAR-4. Synergy scores: CSS=7.01, Synergy_ZIP=1.05, Synergy_Bliss=-0.678, Synergy_Loewe=-8.06, Synergy_HSA=-0.292. (6) Drug 2: C1=NC2=C(N1)C(=S)N=CN2. Synergy scores: CSS=55.4, Synergy_ZIP=-2.61, Synergy_Bliss=-8.08, Synergy_Loewe=-16.3, Synergy_HSA=-7.27. Cell line: K-562. Drug 1: CC(C1=C(C=CC(=C1Cl)F)Cl)OC2=C(N=CC(=C2)C3=CN(N=C3)C4CCNCC4)N. (7) Drug 1: C1CC(=O)NC(=O)C1N2CC3=C(C2=O)C=CC=C3N. Drug 2: CC(C)CN1C=NC2=C1C3=CC=CC=C3N=C2N. Cell line: HCT116. Synergy scores: CSS=5.77, Synergy_ZIP=-0.854, Synergy_Bliss=3.15, Synergy_Loewe=2.42, Synergy_HSA=2.50. (8) Drug 1: C1=C(C(=O)NC(=O)N1)F. Drug 2: C1=NNC2=C1C(=O)NC=N2. Cell line: CAKI-1. Synergy scores: CSS=24.1, Synergy_ZIP=4.81, Synergy_Bliss=3.98, Synergy_Loewe=8.69, Synergy_HSA=9.26. (9) Drug 1: C1=NC2=C(N=C(N=C2N1C3C(C(C(O3)CO)O)F)Cl)N. Synergy scores: CSS=14.0, Synergy_ZIP=5.84, Synergy_Bliss=7.81, Synergy_Loewe=3.92, Synergy_HSA=4.10. Cell line: OVCAR-4. Drug 2: CC12CCC3C(C1CCC2OP(=O)(O)O)CCC4=C3C=CC(=C4)OC(=O)N(CCCl)CCCl.[Na+]. (10) Drug 1: CC12CCC(CC1=CCC3C2CCC4(C3CC=C4C5=CN=CC=C5)C)O. Drug 2: C1CCC(C(C1)N)N.C(=O)(C(=O)[O-])[O-].[Pt+4]. Cell line: SK-MEL-28. Synergy scores: CSS=6.45, Synergy_ZIP=-1.64, Synergy_Bliss=5.50, Synergy_Loewe=1.61, Synergy_HSA=3.45.